This data is from Full USPTO retrosynthesis dataset with 1.9M reactions from patents (1976-2016). The task is: Predict the reactants needed to synthesize the given product. (1) The reactants are: [CH2:1]([O:8][C:9]([N:11]1[CH2:15][C@@H:14]([O:16][Si:17]([C:20]([CH3:23])([CH3:22])[CH3:21])([CH3:19])[CH3:18])[CH2:13][C@@H:12]1[CH:24]([OH:33])[C:25]1[C:26]([CH3:32])=[N:27][N:28]([CH3:31])[C:29]=1[CH3:30])=[O:10])[C:2]1[CH:7]=[CH:6][CH:5]=[CH:4][CH:3]=1.N1C=CC=CC=1.[CH:40]1[CH:45]=[CH:44][C:43]([O:46][C:47](Cl)=[S:48])=[CH:42][CH:41]=1. Given the product [CH2:1]([O:8][C:9]([N:11]1[CH2:15][C@@H:14]([O:16][Si:17]([C:20]([CH3:23])([CH3:22])[CH3:21])([CH3:19])[CH3:18])[CH2:13][C@@H:12]1[CH:24]([O:33][C:47]([O:46][C:43]1[CH:44]=[CH:45][CH:40]=[CH:41][CH:42]=1)=[S:48])[C:25]1[C:26]([CH3:32])=[N:27][N:28]([CH3:31])[C:29]=1[CH3:30])=[O:10])[C:2]1[CH:3]=[CH:4][CH:5]=[CH:6][CH:7]=1, predict the reactants needed to synthesize it. (2) Given the product [C:1]([C:5]1[CH:10]=[C:9]([NH:11][C:12]([C:14]2[N:15]([CH3:31])[C:16]3[C:21]([CH:22]=2)=[CH:20][CH:19]=[CH:18][C:17]=3[OH:23])=[O:13])[C:8]([O:32][CH3:33])=[CH:7][N:6]=1)([CH3:4])([CH3:2])[CH3:3], predict the reactants needed to synthesize it. The reactants are: [C:1]([C:5]1[CH:10]=[C:9]([NH:11][C:12]([C:14]2[N:15]([CH3:31])[C:16]3[C:21]([CH:22]=2)=[CH:20][CH:19]=[CH:18][C:17]=3[O:23]CC2C=CC=CC=2)=[O:13])[C:8]([O:32][CH3:33])=[CH:7][N:6]=1)([CH3:4])([CH3:3])[CH3:2].